From a dataset of Catalyst prediction with 721,799 reactions and 888 catalyst types from USPTO. Predict which catalyst facilitates the given reaction. (1) Reactant: N(C(OC(C)C)=O)=NC(OC(C)C)=O.[CH2:15]([N:17]([CH2:39][CH3:40])[C:18](=[O:38])[CH2:19][C:20]1[C:21]([C:31]2[CH:36]=[CH:35][C:34]([OH:37])=[CH:33][CH:32]=2)=[N:22][N:23]2[C:28]([CH3:29])=[CH:27][C:26]([CH3:30])=[N:25][C:24]=12)[CH3:16].[F:41][CH2:42][CH2:43]O. Product: [CH2:39]([N:17]([CH2:15][CH3:16])[C:18](=[O:38])[CH2:19][C:20]1[C:21]([C:31]2[CH:32]=[CH:33][C:34]([O:37][CH2:43][CH2:42][F:41])=[CH:35][CH:36]=2)=[N:22][N:23]2[C:28]([CH3:29])=[CH:27][C:26]([CH3:30])=[N:25][C:24]=12)[CH3:40]. The catalyst class is: 3. (2) Reactant: [C:1]([O:5][C:6]([NH:8][CH2:9][C@H:10]1[CH2:15][CH2:14][C@H:13]([C:16]([NH:18][C@H:19]([C:37](=[O:50])[NH:38][C:39]2[CH:44]=[CH:43][C:42]([C:45]3[NH:49][N:48]=[N:47][N:46]=3)=[CH:41][CH:40]=2)[CH2:20][C:21]2[CH:22]=[C:23]([C:27]3[C:32]([CH3:33])=[CH:31][CH:30]=[C:29]([C:34](O)=[O:35])[CH:28]=3)[CH:24]=[CH:25][CH:26]=2)=[O:17])[CH2:12][CH2:11]1)=[O:7])([CH3:4])([CH3:3])[CH3:2].[NH2:51][CH2:52][CH2:53][O:54][CH2:55][CH2:56][O:57][CH2:58][CH2:59][OH:60].F[P-](F)(F)(F)(F)F.CN(C(ON1C2=NC=CC=C2N=N1)=[N+](C)C)C.C(N(CC)C(C)C)(C)C. Product: [OH:60][CH2:59][CH2:58][O:57][CH2:56][CH2:55][O:54][CH2:53][CH2:52][NH:51][C:34]([C:29]1[CH:30]=[CH:31][C:32]([CH3:33])=[C:27]([C:23]2[CH:24]=[CH:25][CH:26]=[C:21]([CH2:20][C@H:19]([NH:18][C:16]([C@H:13]3[CH2:14][CH2:15][C@H:10]([CH2:9][NH:8][C:6](=[O:7])[O:5][C:1]([CH3:2])([CH3:3])[CH3:4])[CH2:11][CH2:12]3)=[O:17])[C:37](=[O:50])[NH:38][C:39]3[CH:40]=[CH:41][C:42]([C:45]4[NH:49][N:48]=[N:47][N:46]=4)=[CH:43][CH:44]=3)[CH:22]=2)[CH:28]=1)=[O:35]. The catalyst class is: 7. (3) Reactant: CN(C(ON1N=NC2C=CC=NC1=2)=[N+](C)C)C.F[P-](F)(F)(F)(F)F.[NH2:25][CH2:26][C:27]1[C:28]([F:44])=[C:29]([O:34][C:35]2[CH:36]=[C:37]([CH:40]=[C:41]([Cl:43])[CH:42]=2)[C:38]#[N:39])[C:30]([Cl:33])=[CH:31][CH:32]=1.[S:45]1[C:50]2=[C:51]3[C:55](=[CH:56][CH:57]=[C:49]2[O:48][CH2:47][CH2:46]1)[NH:54][C:53]([C:58](O)=[O:59])=[CH:52]3.CCN(C(C)C)C(C)C. Product: [Cl:33][C:30]1[CH:31]=[CH:32][C:27]([CH2:26][NH:25][C:58]([C:53]2[NH:54][C:55]3[C:51]([CH:52]=2)=[C:50]2[S:45][CH2:46][CH2:47][O:48][C:49]2=[CH:57][CH:56]=3)=[O:59])=[C:28]([F:44])[C:29]=1[O:34][C:35]1[CH:36]=[C:37]([C:38]#[N:39])[CH:40]=[C:41]([Cl:43])[CH:42]=1. The catalyst class is: 303. (4) Reactant: OC(C(F)(F)F)=O.[O:8]=[C:9]1[N:13]([CH:14]2[CH2:19][CH2:18][NH:17][CH2:16][C:15]2=[O:20])[CH2:12][CH2:11][O:10]1.[Cl:21][C:22]1[N:26]2[CH:27]=[C:28]([CH:35]3[CH2:37][CH2:36]3)[CH:29]=[C:30]([C:31]([F:34])([F:33])[F:32])[C:25]2=[N:24][C:23]=1[C:38](O)=[O:39].CCN(C(C)C)C(C)C.CN(C(ON1N=NC2C=CC=NC1=2)=[N+](C)C)C.F[P-](F)(F)(F)(F)F. Product: [Cl:21][C:22]1[N:26]2[CH:27]=[C:28]([CH:35]3[CH2:37][CH2:36]3)[CH:29]=[C:30]([C:31]([F:33])([F:32])[F:34])[C:25]2=[N:24][C:23]=1[C:38]([N:17]1[CH2:18][CH2:19][CH:14]([N:13]2[CH2:12][CH2:11][O:10][C:9]2=[O:8])[C:15](=[O:20])[CH2:16]1)=[O:39]. The catalyst class is: 31. (5) Reactant: C(N(CC)CC)C.[CH3:8][C@@H:9]1[O:14][C@@H:13]([O:15][C@H:16]2[C@H:21]([O:22][C:23]3[C:24]4[O:78][C:74]5=[C:75]([Cl:77])[CH:76]=[C:71]([CH:72]=[CH:73]5)[C@@H:70]([OH:79])[C@@H:69]5[NH:80][C:81](=[O:82])[C@@H:50]([C:51]6[CH:52]=[CH:53][C:54]([OH:86])=[C:55]([C:57]7[C:62]([OH:63])=[CH:61][C:60]([OH:64])=[CH:59][C:58]=7[C@@H:65]([C:83]([OH:85])=[O:84])[NH:66][C:67]5=[O:68])[CH:56]=6)[NH:49][C:47](=[O:48])[C@H:46]5[C:26](=[CH:27][C:28]=3[O:29][C:30]3[CH:31]=[CH:32][C:33]([C@@H:37]([OH:101])[C@@H:38]([NH:91][C:92]([C@H:94]([NH:99][CH3:100])[CH2:95][CH:96]([CH3:98])[CH3:97])=[O:93])[C:39]([NH:41][C@@H:42]([CH2:87][C:88]([NH2:90])=[O:89])[C:43]([NH:45]5)=[O:44])=[O:40])=[CH:34][C:35]=3[Cl:36])[CH:25]=4)[O:20][C@H:19]([CH2:102][OH:103])[C@@H:18]([OH:104])[C@@H:17]2[OH:105])[CH2:12][C@@:11]([NH2:107])([CH3:106])[C@@H:10]1[OH:108].Cl.ON1C2C=CC=CC=2SC1.C1(N=C=NC2CCCCC2)CCCCC1. Product: [CH3:8][C@@H:9]1[O:14][C@@H:13]([O:15][C@H:16]2[C@H:21]([O:22][C:23]3[C:24]4[O:78][C:74]5=[C:75]([Cl:77])[CH:76]=[C:71]([CH:72]=[CH:73]5)[C@@H:70]([OH:79])[C@@H:69]5[NH:80][C:81](=[O:82])[C@@H:50]([C:51]6[CH:52]=[CH:53][C:54]([OH:86])=[C:55]([C:57]7[C:62]([OH:63])=[CH:61][C:60]([OH:64])=[CH:59][C:58]=7[C@@H:65]([C:83]([OH:85])=[O:84])[NH:66][C:67]5=[O:68])[CH:56]=6)[NH:49][C:47](=[O:48])[C@H:46]5[C:26](=[CH:27][C:28]=3[O:29][C:30]3[CH:31]=[CH:32][C:33]([C@@H:37]([OH:101])[C@@H:38]([NH:91][C:92]([C@H:94]([NH:99][CH3:100])[CH2:95][CH:96]([CH3:97])[CH3:98])=[O:93])[C:39]([NH:41][C@@H:42]([CH2:87][C:88]([NH2:90])=[O:89])[C:43]([NH:45]5)=[O:44])=[O:40])=[CH:34][C:35]=3[Cl:36])[CH:25]=4)[O:20][C@H:19]([CH2:102][OH:103])[C@@H:18]([OH:104])[C@@H:17]2[OH:105])[CH2:12][C@@:11]([NH2:107])([CH3:106])[C@@H:10]1[OH:108]. The catalyst class is: 3. (6) Reactant: [Cl:1][C:2]1[CH:7]=[CH:6][C:5]([C:8]2[C:9]([N:17]([CH2:19][CH2:20][O:21][CH3:22])[CH3:18])=[N:10][CH:11]=[C:12]([CH:16]=2)[C:13]([OH:15])=O)=[CH:4][CH:3]=1.Cl.[NH2:24][CH2:25][C@H:26]1[CH2:31][CH2:30][CH2:29][CH2:28][C@H:27]1[OH:32].CN(C(ON1N=NC2C=CC=CC1=2)=[N+](C)C)C.[B-](F)(F)(F)F.C(N(CC)C(C)C)(C)C. Product: [Cl:1][C:2]1[CH:3]=[CH:4][C:5]([C:8]2[C:9]([N:17]([CH2:19][CH2:20][O:21][CH3:22])[CH3:18])=[N:10][CH:11]=[C:12]([CH:16]=2)[C:13]([NH:24][CH2:25][CH:26]2[CH2:31][CH2:30][CH2:29][CH2:28][CH:27]2[OH:32])=[O:15])=[CH:6][CH:7]=1. The catalyst class is: 80. (7) Reactant: COC1C=C(OC)C=CC=1C[N:6]([C:31]1[CH:36]=[CH:35][N:34]=[CH:33][N:32]=1)[S:7]([C:10]1[CH:15]=[CH:14][C:13]([O:16][C@H:17]2[CH2:21][CH2:20][CH2:19][C@@H:18]2[C:22]2[N:26]([CH2:27][CH3:28])[N:25]=[CH:24][CH:23]=2)=[C:12]([F:29])[C:11]=1[F:30])(=[O:9])=[O:8].C([SiH](CC)CC)C.FC(F)(F)C(O)=O. Product: [CH2:27]([N:26]1[C:22]([C@H:18]2[CH2:19][CH2:20][CH2:21][C@@H:17]2[O:16][C:13]2[CH:14]=[CH:15][C:10]([S:7]([NH:6][C:31]3[CH:36]=[CH:35][N:34]=[CH:33][N:32]=3)(=[O:8])=[O:9])=[C:11]([F:30])[C:12]=2[F:29])=[CH:23][CH:24]=[N:25]1)[CH3:28]. The catalyst class is: 4.